Dataset: Catalyst prediction with 721,799 reactions and 888 catalyst types from USPTO. Task: Predict which catalyst facilitates the given reaction. Reactant: C([O:8][CH:9]1[CH2:14][CH2:13][CH:12]([O:15][CH2:16][C:17]2[C:18]([C:25]3[C:30]([Cl:31])=[CH:29][CH:28]=[CH:27][C:26]=3[Cl:32])=[N:19][O:20][C:21]=2[CH:22]2[CH2:24][CH2:23]2)[CH2:11][C:10]1([CH3:34])[CH3:33])C1C=CC=CC=1.C(O)=O. Product: [CH:22]1([C:21]2[O:20][N:19]=[C:18]([C:25]3[C:26]([Cl:32])=[CH:27][CH:28]=[CH:29][C:30]=3[Cl:31])[C:17]=2[CH2:16][O:15][CH:12]2[CH2:13][CH2:14][CH:9]([OH:8])[C:10]([CH3:34])([CH3:33])[CH2:11]2)[CH2:23][CH2:24]1. The catalyst class is: 19.